Task: Predict which catalyst facilitates the given reaction.. Dataset: Catalyst prediction with 721,799 reactions and 888 catalyst types from USPTO (1) Reactant: C([O:3][C:4](=[O:23])[C:5]1[CH:10]=[CH:9][CH:8]=[C:7]([C:11]2[O:15][N:14]=[C:13]([C:16]3[CH:21]=[CH:20][C:19]([Cl:22])=[CH:18][CH:17]=3)[CH:12]=2)[CH:6]=1)C.[OH-].[Li+]. Product: [Cl:22][C:19]1[CH:18]=[CH:17][C:16]([C:13]2[CH:12]=[C:11]([C:7]3[CH:6]=[C:5]([CH:10]=[CH:9][CH:8]=3)[C:4]([OH:23])=[O:3])[O:15][N:14]=2)=[CH:21][CH:20]=1. The catalyst class is: 12. (2) Reactant: [O:1]1[CH2:6][CH2:5][O:4][CH2:3][CH:2]1[CH2:7][NH2:8].[Cl:9][C:10]1[CH:15]=[CH:14][CH:13]=[CH:12][C:11]=1[CH2:16][N:17]1[C:22](=[O:23])[C:21]([C:24]([NH:26][CH2:27][C:28]([O:30]CC)=[O:29])=[O:25])=[C:20]([OH:33])[C:19]([C:34](OC)=[O:35])=[C:18]1[OH:38]. Product: [Cl:9][C:10]1[CH:15]=[CH:14][CH:13]=[CH:12][C:11]=1[CH2:16][N:17]1[C:18]([OH:38])=[C:19]([C:34]([NH:8][CH2:7][CH:2]2[CH2:3][O:4][CH2:5][CH2:6][O:1]2)=[O:35])[C:20]([OH:33])=[C:21]([C:24]([NH:26][CH2:27][C:28]([OH:30])=[O:29])=[O:25])[C:22]1=[O:23]. The catalyst class is: 22. (3) Reactant: [CH3:1][O:2][C:3]1[CH:4]=[C:5]2[C:10](=[CH:11][CH:12]=1)[N:9]=[C:8]([NH:13][CH:14]1[CH2:19][CH2:18][CH2:17][CH:16]([NH2:20])[CH2:15]1)[CH:7]=[C:6]2[CH3:21].[O:22]1[C:26]2[CH:27]=[CH:28][CH:29]=[CH:30][C:25]=2[CH:24]=[C:23]1[CH:31]=O.CC(O)=O. Product: [O:22]1[C:26]2[CH:27]=[CH:28][CH:29]=[CH:30][C:25]=2[CH:24]=[C:23]1[CH2:31][NH:20][CH:16]1[CH2:17][CH2:18][CH2:19][CH:14]([NH:13][C:8]2[CH:7]=[C:6]([CH3:21])[C:5]3[C:10](=[CH:11][CH:12]=[C:3]([O:2][CH3:1])[CH:4]=3)[N:9]=2)[CH2:15]1. The catalyst class is: 512. (4) Reactant: O=P12OP3(OP(OP(O3)(O1)=O)(=O)O2)=O.[Br:15][C:16]1[CH:17]=[C:18]2[C:22](=[CH:23][CH:24]=1)[NH:21][C:20]([C:25]([NH:27][CH2:28][CH2:29][C:30]([OH:32])=O)=[O:26])=[CH:19]2. Product: [Br:15][C:16]1[CH:17]=[C:18]2[C:22](=[CH:23][CH:24]=1)[NH:21][C:20]1[C:25](=[O:26])[NH:27][CH2:28][CH2:29][C:30](=[O:32])[C:19]2=1. The catalyst class is: 501. (5) Reactant: [Br:1][C:2]1[CH:29]=[CH:28][C:5]([O:6][C:7]2[CH:12]=[CH:11][C:10]([CH2:13][NH:14][CH2:15][CH:16]3[CH2:20][CH2:19][CH2:18][N:17]3[C:21]([O:23][C:24]([CH3:27])([CH3:26])[CH3:25])=[O:22])=[CH:9][CH:8]=2)=[CH:4][CH:3]=1.[C:30](O)(=O)C.C=O.C(O[BH-](OC(=O)C)OC(=O)C)(=O)C.[Na+].C(=O)(O)[O-].[Na+]. Product: [CH3:30][N:14]([CH2:15][C@H:16]1[CH2:20][CH2:19][CH2:18][N:17]1[C:21]([O:23][C:24]([CH3:25])([CH3:26])[CH3:27])=[O:22])[CH2:13][C:10]1[CH:9]=[CH:8][C:7]([O:6][C:5]2[CH:4]=[CH:3][C:2]([Br:1])=[CH:29][CH:28]=2)=[CH:12][CH:11]=1. The catalyst class is: 68.